This data is from Peptide-MHC class II binding affinity with 134,281 pairs from IEDB. The task is: Regression. Given a peptide amino acid sequence and an MHC pseudo amino acid sequence, predict their binding affinity value. This is MHC class II binding data. (1) The peptide sequence is ASGGRLNPTEPLPIF. The MHC is DRB1_0901 with pseudo-sequence DRB1_0901. The binding affinity (normalized) is 0.520. (2) The peptide sequence is ASIAARGWAAHRARA. The MHC is DRB1_0801 with pseudo-sequence DRB1_0801. The binding affinity (normalized) is 0.502. (3) The peptide sequence is GCGLFGKGSIVACAK. The MHC is DRB3_0101 with pseudo-sequence DRB3_0101. The binding affinity (normalized) is 0.